From a dataset of Forward reaction prediction with 1.9M reactions from USPTO patents (1976-2016). Predict the product of the given reaction. (1) The product is: [CH2:44]([O:46][C:47]([C:49]1[N:50]=[C:51]2[CH:56]=[CH:55][C:54]([O:10][CH2:9][CH2:8][O:7][CH:2]3[CH2:3][CH2:4][CH2:5][CH2:6][O:1]3)=[CH:53][N:52]2[CH:58]=1)=[O:48])[CH3:45]. Given the reactants [O:1]1[CH2:6][CH2:5][CH2:4][CH2:3][CH:2]1[O:7][CH2:8][CH2:9][OH:10].C1C=CC(P(C2C=CC=CC=2)C2C=CC=CC=2)=CC=1.CC(OC(/N=N/C(OC(C)C)=O)=O)C.[CH2:44]([O:46][C:47]([C:49]1[N:50]=[C:51]2[CH:56]=[CH:55][C:54](O)=[CH:53][N:52]2[CH:58]=1)=[O:48])[CH3:45], predict the reaction product. (2) Given the reactants [C:1]([C:3]1[CH:8]=[CH:7][CH:6]=[CH:5][C:4]=1[C:9]1[CH:14]=[CH:13][C:12]([CH2:15][C:16]2[C:17](=[O:42])[N:18]([C@H:28]3[CH2:33][CH2:32][C@H:31]([O:34][CH2:35][C:36](N(OC)C)=[O:37])[CH2:30][CH2:29]3)[C:19]3[N:20]([N:25]=[CH:26][CH:27]=3)[C:21]=2[CH2:22][CH2:23][CH3:24])=[CH:11][CH:10]=1)#[N:2].[CH3:43][Mg]Br.C(OCC)(=O)C, predict the reaction product. The product is: [O:42]=[C:17]1[C:16]([CH2:15][C:12]2[CH:11]=[CH:10][C:9]([C:4]3[C:3]([C:1]#[N:2])=[CH:8][CH:7]=[CH:6][CH:5]=3)=[CH:14][CH:13]=2)=[C:21]([CH2:22][CH2:23][CH3:24])[N:20]2[N:25]=[CH:26][CH:27]=[C:19]2[N:18]1[C@H:28]1[CH2:33][CH2:32][C@H:31]([O:34][CH2:35][C:36](=[O:37])[CH3:43])[CH2:30][CH2:29]1. (3) The product is: [CH3:44][O:45][C:46](=[O:80])[CH2:47][C:48]1[CH:49]=[C:50]([C:28]2[CH:29]=[CH:30][C:25]([C:22]([C:19]3[CH:20]=[CH:21][C:16]([CH2:15][CH2:14][CH:9]([O:8][Si:5]([C:1]([CH3:4])([CH3:3])[CH3:2])([CH3:6])[CH3:7])[C:10]([CH3:13])([CH3:12])[CH3:11])=[C:17]([CH3:43])[CH:18]=3)([CH2:23][CH3:24])[CH2:41][CH3:42])=[CH:26][C:27]=2[CH3:40])[CH:51]=[C:52]([OH:54])[CH:53]=1. Given the reactants [C:1]([Si:5]([O:8][CH:9]([CH2:14][CH2:15][C:16]1[CH:21]=[CH:20][C:19]([C:22]([CH2:41][CH3:42])([C:25]2[CH:30]=[CH:29][C:28](B3OC(C)(C)C(C)(C)O3)=[C:27]([CH3:40])[CH:26]=2)[CH2:23][CH3:24])=[CH:18][C:17]=1[CH3:43])[C:10]([CH3:13])([CH3:12])[CH3:11])([CH3:7])[CH3:6])([CH3:4])([CH3:3])[CH3:2].[CH3:44][O:45][C:46](=[O:80])[CH2:47][C:48]1[CH:53]=[C:52]([O:54]S(C(F)(F)F)(=O)=O)[CH:51]=[C:50](O[Si](C(C)(C)C)(C2C=CC=CC=2)C2C=CC=CC=2)[CH:49]=1.P([O-])([O-])([O-])=O.[K+].[K+].[K+].[Cl-].[NH4+], predict the reaction product. (4) Given the reactants [NH2:1][C:2]1[C:7]([F:8])=[C:6]([Cl:9])[CH:5]=[CH:4][C:3]=1[C:10](=O)[CH2:11]Cl.[C:14]1([CH3:20])C=CC=C[CH:15]=1, predict the reaction product. The product is: [Cl:9][C:6]1[C:7]([F:8])=[C:2]2[C:3]([CH:10]=[C:11]([CH:20]3[CH2:14][CH2:15]3)[NH:1]2)=[CH:4][CH:5]=1. (5) Given the reactants [CH2:1]([O:8][C:9]1[CH:24]=[C:23]([N:25]([CH2:41][C:42]2[CH:47]=[CH:46][C:45](C3C=CC(Br)=CC=3)=[CH:44][CH:43]=2)[C:26](=[O:40])[CH2:27][N:28]([CH3:39])[S:29](C2C=CC(C)=CC=2)(=[O:31])=[O:30])[CH:22]=[CH:21][C:10]=1[C:11]([O:13]CC1C=CC=CC=1)=[O:12])[C:2]1[CH:7]=[CH:6][CH:5]=[CH:4][CH:3]=1.[CH3:55][O:56][C:57]([C:59]1[CH:60]=[C:61](B(O)O)[CH:62]=[CH:63][CH:64]=1)=[O:58], predict the reaction product. The product is: [CH2:1]([O:8][C:9]1[CH:24]=[C:23]([N:25]([CH2:41][C:42]2[CH:43]=[C:44]([C:47]3[CH:42]=[CH:43][CH:44]=[CH:45][CH:46]=3)[C:45]([C:63]3[CH:62]=[CH:61][CH:60]=[C:59]([C:57]([O:56][CH3:55])=[O:58])[CH:64]=3)=[CH:46][CH:47]=2)[C:26](=[O:40])[CH2:27][N:28]([CH3:39])[S:29]([C:5]2[CH:4]=[CH:3][C:2]([CH3:1])=[CH:7][CH:6]=2)(=[O:31])=[O:30])[CH:22]=[CH:21][C:10]=1[C:11]([O:13][CH2:11][C:10]1[CH:21]=[CH:22][CH:23]=[CH:24][CH:9]=1)=[O:12])[C:2]1[CH:7]=[CH:6][CH:5]=[CH:4][CH:3]=1. (6) The product is: [CH:1]1([C:7]2[CH:25]=[CH:24][C:10]([O:11][CH2:12][C@H:13]3[O:23][C:16]4=[N:17][C:18](=[O:22])[C:19]([CH3:21])=[CH:20][N:15]4[CH2:14]3)=[CH:9][CH:8]=2)[CH2:2][CH2:3][CH2:4][CH2:5][CH2:6]1. Given the reactants [CH:1]1([C:7]2[CH:25]=[CH:24][C:10]([O:11][CH2:12][C@H:13]3[O:23][C:16]4=[N:17][C:18](=[O:22])[C@@H:19]([CH3:21])[CH2:20][N:15]4[CH2:14]3)=[CH:9][CH:8]=2)[CH2:6][CH2:5][CH2:4][CH2:3][CH2:2]1, predict the reaction product. (7) Given the reactants [F:1][C:2]1[CH:3]=[N:4][CH:5]=[CH:6][C:7]=1[C:8]1[C:9]([C:16]2[CH:17]=[N:18][CH:19]=[CH:20][CH:21]=2)=[N:10][C:11]([NH2:15])=[C:12]([NH2:14])[CH:13]=1.[CH3:22][O:23][C:24]1[CH:32]=[CH:31][C:27]([C:28](Cl)=[O:29])=[CH:26][CH:25]=1.ClCCl, predict the reaction product. The product is: [NH2:15][C:11]1[N:10]=[C:9]([C:16]2[CH:17]=[N:18][CH:19]=[CH:20][CH:21]=2)[C:8]([C:7]2[CH:6]=[CH:5][N:4]=[CH:3][C:2]=2[F:1])=[CH:13][C:12]=1[NH:14][C:28](=[O:29])[C:27]1[CH:31]=[CH:32][C:24]([O:23][CH3:22])=[CH:25][CH:26]=1.